Predict which catalyst facilitates the given reaction. From a dataset of Catalyst prediction with 721,799 reactions and 888 catalyst types from USPTO. Reactant: [C:1]([C:3]1[CH:4]=[C:5]([C:10](=[S:17])[NH:11][CH2:12][Si:13]([CH3:16])([CH3:15])[CH3:14])[CH:6]=[CH:7][C:8]=1[F:9])#[N:2].[C:18](=O)(O)O.[K].[K].IC. Product: [CH3:18][S:17][C:10]([C:5]1[CH:6]=[CH:7][C:8]([F:9])=[C:3]([C:1]#[N:2])[CH:4]=1)=[N:11][CH2:12][Si:13]([CH3:14])([CH3:16])[CH3:15]. The catalyst class is: 9.